Task: Regression. Given two drug SMILES strings and cell line genomic features, predict the synergy score measuring deviation from expected non-interaction effect.. Dataset: NCI-60 drug combinations with 297,098 pairs across 59 cell lines (1) Drug 1: CN1CCC(CC1)COC2=C(C=C3C(=C2)N=CN=C3NC4=C(C=C(C=C4)Br)F)OC. Drug 2: C1=NC2=C(N1)C(=S)N=C(N2)N. Cell line: M14. Synergy scores: CSS=39.2, Synergy_ZIP=2.24, Synergy_Bliss=3.42, Synergy_Loewe=-3.73, Synergy_HSA=1.18. (2) Drug 1: CC(C1=C(C=CC(=C1Cl)F)Cl)OC2=C(N=CC(=C2)C3=CN(N=C3)C4CCNCC4)N. Drug 2: CC1=C(C(CCC1)(C)C)C=CC(=CC=CC(=CC(=O)O)C)C. Cell line: HCT116. Synergy scores: CSS=18.7, Synergy_ZIP=-2.00, Synergy_Bliss=3.08, Synergy_Loewe=-4.90, Synergy_HSA=1.68. (3) Drug 1: CC(C1=C(C=CC(=C1Cl)F)Cl)OC2=C(N=CC(=C2)C3=CN(N=C3)C4CCNCC4)N. Drug 2: CC12CCC3C(C1CCC2=O)CC(=C)C4=CC(=O)C=CC34C. Cell line: HCT116. Synergy scores: CSS=58.6, Synergy_ZIP=-0.0144, Synergy_Bliss=-3.23, Synergy_Loewe=-7.49, Synergy_HSA=-3.75. (4) Cell line: HCC-2998. Synergy scores: CSS=26.1, Synergy_ZIP=1.21, Synergy_Bliss=5.76, Synergy_Loewe=-24.7, Synergy_HSA=-0.223. Drug 1: CN(CC1=CN=C2C(=N1)C(=NC(=N2)N)N)C3=CC=C(C=C3)C(=O)NC(CCC(=O)O)C(=O)O. Drug 2: CN(C(=O)NC(C=O)C(C(C(CO)O)O)O)N=O. (5) Drug 1: CC1=C(C(=O)C2=C(C1=O)N3CC4C(C3(C2COC(=O)N)OC)N4)N. Drug 2: CC1CCCC2(C(O2)CC(NC(=O)CC(C(C(=O)C(C1O)C)(C)C)O)C(=CC3=CSC(=N3)C)C)C. Cell line: CCRF-CEM. Synergy scores: CSS=57.4, Synergy_ZIP=-0.576, Synergy_Bliss=-1.71, Synergy_Loewe=-5.90, Synergy_HSA=-0.753.